Task: Predict which catalyst facilitates the given reaction.. Dataset: Catalyst prediction with 721,799 reactions and 888 catalyst types from USPTO Reactant: S=C1[N:6]([C:7]([O:9][CH2:10][C:11]2[CH:16]=[CH:15][C:14]([O:17][C:18](=[O:20])[CH3:19])=[C:13]([O:21][CH3:22])[CH:12]=2)=[O:8])[CH2:5][CH2:4]S1.C(N)C.C(N(CC)CC)C.C1COCC1. Product: [C:18]([O:17][C:14]1[CH:15]=[CH:16][C:11]([CH2:10][O:9][C:7](=[O:8])[NH:6][CH2:5][CH3:4])=[CH:12][C:13]=1[O:21][CH3:22])(=[O:20])[CH3:19]. The catalyst class is: 2.